From a dataset of Retrosynthesis with 50K atom-mapped reactions and 10 reaction types from USPTO. Predict the reactants needed to synthesize the given product. (1) Given the product Cc1ccc(S(=O)(=O)OC[C@@H]2NC(=O)[C@@H]2N)cc1, predict the reactants needed to synthesize it. The reactants are: Cc1ccc(S(=O)(=O)OC[C@@H]2NC(=O)[C@@H]2N=[N+]=[N-])cc1. (2) Given the product O=C1COc2ccc(CCN3CCC(CC4CC4)(C(=O)NCc4cc(C(F)(F)F)cc(C(F)(F)F)c4)CC3)cc2N1, predict the reactants needed to synthesize it. The reactants are: O=C1COc2ccc(C(O)CN3CCC(CC4CC4)(C(=O)NCc4cc(C(F)(F)F)cc(C(F)(F)F)c4)CC3)cc2N1. (3) Given the product CCCNC(=O)Cn1ncc2cc(-c3cc(C(=O)NC4CC4)cc(F)c3C)ccc21, predict the reactants needed to synthesize it. The reactants are: CCCN.COC(=O)Cn1ncc2cc(-c3cc(C(=O)NC4CC4)cc(F)c3C)ccc21. (4) Given the product O=S(=O)(c1ccccc1)c1ccc2oc3c(c2c1)CNCCC3, predict the reactants needed to synthesize it. The reactants are: CC(C)(C)OC(=O)N1CCCc2oc3ccc(S(=O)(=O)c4ccccc4)cc3c2C1. (5) The reactants are: N#Cc1ccc(-c2ccnc(Cl)c2Br)cc1.NN. Given the product N#Cc1ccc(-c2ccnc(NN)c2Br)cc1, predict the reactants needed to synthesize it. (6) Given the product O=C(O)c1nn(-c2cccc(Br)c2)ccc1=O, predict the reactants needed to synthesize it. The reactants are: CC(C)(C)OC(=O)c1nn(-c2cccc(Br)c2)ccc1=O. (7) Given the product O=C(O)c1c(F)cccc1-c1ncccn1, predict the reactants needed to synthesize it. The reactants are: COC(=O)c1c(F)cccc1-c1ncccn1.